This data is from Forward reaction prediction with 1.9M reactions from USPTO patents (1976-2016). The task is: Predict the product of the given reaction. (1) Given the reactants [C:1]([NH:8][N:9]1[C:15](=[O:16])[CH2:14][C:13]2[CH:17]=[CH:18][CH:19]=[CH:20][C:12]=2[C:11]2[CH:21]=[CH:22][CH:23]=[CH:24][C:10]1=2)([O:3][C:4]([CH3:7])([CH3:6])[CH3:5])=[O:2].[C:25]([O:28][CH2:29]Br)(=O)[CH3:26].CN(C=[O:35])C, predict the reaction product. The product is: [C:1]([NH:8][N:9]1[C:15](=[O:16])[CH:14]([C:26](=[O:35])[CH2:25][O:28][CH3:29])[C:13]2[CH:17]=[CH:18][CH:19]=[CH:20][C:12]=2[C:11]2[CH:21]=[CH:22][CH:23]=[CH:24][C:10]1=2)([O:3][C:4]([CH3:7])([CH3:6])[CH3:5])=[O:2]. (2) Given the reactants Cl[C:2]1[CH:7]=[C:6]([N:8]([CH2:17][O:18][CH2:19][CH2:20][Si:21]([CH3:24])([CH3:23])[CH3:22])[CH2:9][O:10][CH2:11][CH2:12][Si:13]([CH3:16])([CH3:15])[CH3:14])[N:5]2[N:25]=[CH:26][CH:27]=[C:4]2[N:3]=1.CC1(C)C(C)(C)OB([C:36]2[CH2:43][CH:42]3[N:44]([C:45]([O:47][C:48]([CH3:51])([CH3:50])[CH3:49])=[O:46])[CH:38]([CH2:39][O:40][CH2:41]3)[CH:37]=2)O1.B(O)O.C(Cl)Cl.C([O-])([O-])=O.[Na+].[Na+], predict the reaction product. The product is: [CH3:14][Si:13]([CH3:16])([CH3:15])[CH2:12][CH2:11][O:10][CH2:9][N:8]([CH2:17][O:18][CH2:19][CH2:20][Si:21]([CH3:24])([CH3:23])[CH3:22])[C:6]1[N:5]2[N:25]=[CH:26][CH:27]=[C:4]2[N:3]=[C:2]([C:36]2[CH2:37][CH:38]3[N:44]([C:45]([O:47][C:48]([CH3:51])([CH3:50])[CH3:49])=[O:46])[CH:42]([CH2:41][O:40][CH2:39]3)[CH:43]=2)[CH:7]=1. (3) Given the reactants [CH3:1][O:2][C:3]([C:5]1[C:14]2[C:9](=[CH:10][CH:11]=[CH:12][CH:13]=2)[N:8]=[C:7]([C:15]2[CH:20]=[CH:19][CH:18]=[CH:17][CH:16]=2)[C:6]=1[CH2:21]Br)=[O:4].[CH2:23]1[CH:28]([NH:29][C:30]([O:32][CH2:33][CH:34]2[C:46]3[C:41](=[CH:42][CH:43]=[CH:44][CH:45]=3)[C:40]3[C:35]2=[CH:36][CH:37]=[CH:38][CH:39]=3)=[O:31])[CH2:27][CH2:26][NH:25][CH2:24]1.Cl.C(N(C(C)C)CC)(C)C.[F-].[K+], predict the reaction product. The product is: [CH3:1][O:2][C:3]([C:5]1[C:14]2[C:9](=[CH:10][CH:11]=[CH:12][CH:13]=2)[N:8]=[C:7]([C:15]2[CH:20]=[CH:19][CH:18]=[CH:17][CH:16]=2)[C:6]=1[CH2:21][N:25]1[CH2:26][CH2:27][CH:28]([NH:29][C:30]([O:32][CH2:33][CH:34]2[C:46]3[CH:45]=[CH:44][CH:43]=[CH:42][C:41]=3[C:40]3[C:35]2=[CH:36][CH:37]=[CH:38][CH:39]=3)=[O:31])[CH2:23][CH2:24]1)=[O:4]. (4) Given the reactants [NH2:1][C:2]1[C:7]2[C:8]([C:11]3[CH:16]=[CH:15][C:14]([NH:17][C:18]([C:20]4[N:21]([CH3:29])[C:22]5[C:27]([CH:28]=4)=[CH:26][CH:25]=[CH:24][CH:23]=5)=[O:19])=[C:13]([O:30][CH3:31])[CH:12]=3)=[CH:9][S:10][C:6]=2[C:5](I)=[CH:4][N:3]=1.[CH:33]([C:35]1[CH:40]=[CH:39][C:38](B(O)O)=[CH:37][CH:36]=1)=[O:34], predict the reaction product. The product is: [NH2:1][C:2]1[C:7]2[C:8]([C:11]3[CH:16]=[CH:15][C:14]([NH:17][C:18]([C:20]4[N:21]([CH3:29])[C:22]5[C:27]([CH:28]=4)=[CH:26][CH:25]=[CH:24][CH:23]=5)=[O:19])=[C:13]([O:30][CH3:31])[CH:12]=3)=[CH:9][S:10][C:6]=2[C:5]([C:38]2[CH:39]=[CH:40][C:35]([CH:33]=[O:34])=[CH:36][CH:37]=2)=[CH:4][N:3]=1. (5) Given the reactants [OH:1][C@@H:2]([C:23]1[CH:28]=[CH:27][CH:26]=[CH:25][CH:24]=1)[CH2:3][CH2:4][N:5]1[CH2:10][CH2:9][CH:8]([C:11]2[CH:12]=[C:13]([NH:17][C:18](=[O:22])[CH:19]([CH3:21])[CH3:20])[CH:14]=[CH:15][CH:16]=2)[CH2:7][CH2:6]1.[F:29][C:30]1[CH:35]=[CH:34][CH:33]=[CH:32][C:31]=1O.C1(P(C2C=CC=CC=2)C2C=CC=CC=2)C=CC=CC=1.N(C(OCC)=O)=NC(OCC)=O.N, predict the reaction product. The product is: [F:29][C:30]1[CH:35]=[CH:34][CH:33]=[CH:32][C:31]=1[O:1][C@H:2]([C:23]1[CH:24]=[CH:25][CH:26]=[CH:27][CH:28]=1)[CH2:3][CH2:4][N:5]1[CH2:10][CH2:9][CH:8]([C:11]2[CH:12]=[C:13]([NH:17][C:18](=[O:22])[CH:19]([CH3:21])[CH3:20])[CH:14]=[CH:15][CH:16]=2)[CH2:7][CH2:6]1. (6) Given the reactants C(N(CC)CC)C.[C:8](Cl)(=[O:13])[C:9]([CH3:12])([CH3:11])[CH3:10].[CH2:15]([O:22][C:23]1[C:24]([CH3:32])=[C:25]([CH3:31])[C:26]([NH2:30])=[N:27][C:28]=1[CH3:29])[C:16]1[CH:21]=[CH:20][CH:19]=[CH:18][CH:17]=1, predict the reaction product. The product is: [CH2:15]([O:22][C:23]1[C:24]([CH3:32])=[C:25]([CH3:31])[C:26]([NH:30][C:8](=[O:13])[C:9]([CH3:12])([CH3:11])[CH3:10])=[N:27][C:28]=1[CH3:29])[C:16]1[CH:17]=[CH:18][CH:19]=[CH:20][CH:21]=1. (7) Given the reactants [F:1][C:2]1[CH:7]=[CH:6][C:5]([CH2:8][C:9]([OH:11])=[O:10])=[CH:4][CH:3]=1.C([Li])CCC.Br[CH2:18][CH2:19][CH2:20][Cl:21], predict the reaction product. The product is: [Cl:21][CH2:20][CH2:19][CH2:18][CH:8]([C:5]1[CH:4]=[CH:3][C:2]([F:1])=[CH:7][CH:6]=1)[C:9]([OH:11])=[O:10]. (8) Given the reactants Cl[C:2]1[N:7]=[C:6]([NH:8][CH2:9][CH2:10][CH3:11])[CH:5]=[C:4]([Cl:12])[N:3]=1.Cl.[CH2:14]([NH2:17])[C:15]#[CH:16].C(N(CC)C(C)C)(C)C.O, predict the reaction product. The product is: [Cl:12][C:4]1[N:3]=[C:2]([NH:17][CH2:14][C:15]#[CH:16])[N:7]=[C:6]([NH:8][CH2:9][CH2:10][CH3:11])[CH:5]=1.